Dataset: Full USPTO retrosynthesis dataset with 1.9M reactions from patents (1976-2016). Task: Predict the reactants needed to synthesize the given product. Given the product [CH:27]12[CH2:28][CH:29]([CH2:25][CH2:26]1)[CH2:30][CH:31]2[NH:32][C:41]([CH2:22][C:10]1([C:6]2[CH:7]=[CH:8][CH:9]=[C:4]([O:3][CH3:2])[CH:5]=2)[CH2:15][CH2:14][N:13]([C:16]2[N:21]=[CH:20][CH:19]=[CH:18][N:17]=2)[CH2:12][CH2:11]1)=[O:42], predict the reactants needed to synthesize it. The reactants are: Cl.[CH3:2][O:3][C:4]1[CH:5]=[C:6]([C:10]2([C:22](Cl)=O)[CH2:15][CH2:14][N:13]([C:16]3[N:21]=[CH:20][CH:19]=[CH:18][N:17]=3)[CH2:12][CH2:11]2)[CH:7]=[CH:8][CH:9]=1.[CH2:25]1[CH:29]2[CH2:30][CH:31]([NH2:32])[CH:27]([CH2:28]2)[CH2:26]1.Cl.C(N(CC)CC)C.[C:41](=O)([O-])[OH:42].[Na+].